Dataset: Peptide-MHC class II binding affinity with 134,281 pairs from IEDB. Task: Regression. Given a peptide amino acid sequence and an MHC pseudo amino acid sequence, predict their binding affinity value. This is MHC class II binding data. (1) The peptide sequence is VGADEDDIKATYDKG. The MHC is HLA-DPA10301-DPB10402 with pseudo-sequence HLA-DPA10301-DPB10402. The binding affinity (normalized) is 0. (2) The MHC is DRB1_0301 with pseudo-sequence DRB1_0301. The peptide sequence is TKWDNSFLEILY. The binding affinity (normalized) is 0. (3) The peptide sequence is KDILEDERAAVDTYC. The MHC is HLA-DQA10101-DQB10501 with pseudo-sequence HLA-DQA10101-DQB10501. The binding affinity (normalized) is 0.664. (4) The peptide sequence is YNAVLTHVKINDKCP. The MHC is DRB1_0401 with pseudo-sequence DRB1_0401. The binding affinity (normalized) is 0.190. (5) The peptide sequence is TPEAKFDSFVASLTE. The MHC is HLA-DPA10301-DPB10402 with pseudo-sequence HLA-DPA10301-DPB10402. The binding affinity (normalized) is 0.373. (6) The peptide sequence is EITGIMKDLDEPGHL. The MHC is DRB1_0101 with pseudo-sequence DRB1_0101. The binding affinity (normalized) is 0.153. (7) The peptide sequence is LGFIAGLIAIVMVTI. The MHC is DRB1_0101 with pseudo-sequence DRB1_0101. The binding affinity (normalized) is 0.171. (8) The peptide sequence is NLLQERLKKLKSEHG. The MHC is DRB1_0901 with pseudo-sequence DRB1_0901. The binding affinity (normalized) is 0.348. (9) The MHC is DRB1_0802 with pseudo-sequence DRB1_0802. The peptide sequence is VDYMPVMKRYSAPFE. The binding affinity (normalized) is 0.384. (10) The peptide sequence is APYHFDLSGHAFGAM. The MHC is DRB1_0701 with pseudo-sequence DRB1_0701. The binding affinity (normalized) is 0.461.